This data is from Full USPTO retrosynthesis dataset with 1.9M reactions from patents (1976-2016). The task is: Predict the reactants needed to synthesize the given product. Given the product [Cl:1][C:2]1[C:3]2[CH:10]=[C:9]([OH:11])[C:8]([OH:13])=[C:7]([N+:14]([O-:16])=[O:15])[C:4]=2[S:5][CH:6]=1, predict the reactants needed to synthesize it. The reactants are: [Cl:1][C:2]1[C:3]2[CH:10]=[C:9]([O:11]C)[C:8]([OH:13])=[C:7]([N+:14]([O-:16])=[O:15])[C:4]=2[S:5][CH:6]=1.[Cl-].[Cl-].[Cl-].[Al+3].Cl.